From a dataset of Forward reaction prediction with 1.9M reactions from USPTO patents (1976-2016). Predict the product of the given reaction. Given the reactants [NH2:1]CCCN1CCC(C2C=C(NC(=O)N(C)C)C=CC=2)CC1.NCCCN1CCC(C2C=C(NC(=O)OCC3C=CC=CC=3)C=CC=2)CC1.NC[CH2:52][CH2:53][N:54]1[CH2:59][CH2:58][CH:57]([C:60]2[CH:61]=[C:62]([NH:68][C:69](=[O:73])[CH:70]([CH3:72])[CH3:71])[CH:63]=[CH:64][C:65]=2OC)[CH2:56][CH2:55]1.NCCCN1CCC(C2C=C(NC(=O)CCC)C=CC=2OC)CC1.NCCCN1CCC(C2C=CC(O)=C(NC(=O)C(C)C)C=2)CC1, predict the reaction product. The product is: [NH2:1][CH2:52][CH2:53][N:54]1[CH2:55][CH2:56][CH:57]([C:60]2[CH:61]=[C:62]([NH:68][C:69](=[O:73])[CH:70]([CH3:71])[CH3:72])[CH:63]=[CH:64][CH:65]=2)[CH2:58][CH2:59]1.